This data is from Forward reaction prediction with 1.9M reactions from USPTO patents (1976-2016). The task is: Predict the product of the given reaction. (1) The product is: [CH:20]1([NH:23][C:24]([NH:26][C:27]2[CH:32]=[CH:31][C:30]([C:2]3[N:3]=[C:4]([N:13]4[CH2:18][CH2:17][O:16][CH2:15][C@@H:14]4[CH3:19])[C:5]4[S:10](=[O:12])(=[O:11])[CH2:9][CH2:8][C:6]=4[N:7]=3)=[CH:29][CH:28]=2)=[O:25])[CH2:22][CH2:21]1. Given the reactants Cl[C:2]1[N:3]=[C:4]([N:13]2[CH2:18][CH2:17][O:16][CH2:15][C@@H:14]2[CH3:19])[C:5]2[S:10](=[O:12])(=[O:11])[CH2:9][CH2:8][C:6]=2[N:7]=1.[CH:20]1([NH:23][C:24]([NH:26][C:27]2[CH:32]=[CH:31][C:30](B3OC(C)(C)C(C)(C)O3)=[CH:29][CH:28]=2)=[O:25])[CH2:22][CH2:21]1.C([O-])([O-])=O.[Na+].[Na+], predict the reaction product. (2) Given the reactants FC(F)(F)C(O)=O.[CH2:8]([NH:12][C:13]1[NH:21][C:20]2[C:16]([N:17]=[C:18]([O:22][CH3:23])[N:19]=2)=[C:15]([NH2:24])[N:14]=1)[CH2:9][CH2:10][CH3:11].C(=O)([O-])[O-].[K+].[K+].Br[CH2:32][CH2:33][CH2:34][CH2:35]Cl.[NH:37]1[CH2:43][CH2:42][CH2:41][CH2:40][CH2:39][CH2:38]1.C(N(CC)CC)C, predict the reaction product. The product is: [CH2:8]([NH:12][C:13]1[N:21]=[C:20]2[C:16]([N:17]=[C:18]([O:22][CH3:23])[N:19]2[CH2:32][CH2:33][CH2:34][CH2:35][N:37]2[CH2:43][CH2:42][CH2:41][CH2:40][CH2:39][CH2:38]2)=[C:15]([NH2:24])[N:14]=1)[CH2:9][CH2:10][CH3:11]. (3) Given the reactants [C:1]([C:3]1[CH:12]=[CH:11][C:6]([C:7]([O:9][CH3:10])=[O:8])=[C:5]([C:13]2[CH:18]=[CH:17][CH:16]=[CH:15][C:14]=2[CH3:19])[CH:4]=1)#[N:2].[C:20]([O:24][C:25](O[C:25]([O:24][C:20]([CH3:23])([CH3:22])[CH3:21])=[O:26])=[O:26])([CH3:23])([CH3:22])[CH3:21], predict the reaction product. The product is: [C:20]([O:24][C:25]([NH:2][CH2:1][C:3]1[CH:12]=[CH:11][C:6]([C:7]([O:9][CH3:10])=[O:8])=[C:5]([C:13]2[CH:18]=[CH:17][CH:16]=[CH:15][C:14]=2[CH3:19])[CH:4]=1)=[O:26])([CH3:23])([CH3:22])[CH3:21].